Predict which catalyst facilitates the given reaction. From a dataset of Catalyst prediction with 721,799 reactions and 888 catalyst types from USPTO. (1) Reactant: [Br:1][C:2]1[CH:3]=[CH:4][C:5]([Cl:18])=[C:6]([C:8]2[NH:12][C:11]3[CH:13]=[CH:14][C:15]([F:17])=[CH:16][C:10]=3[N:9]=2)[CH:7]=1.[C:19](O[C:19]([O:21][C:22]([CH3:25])([CH3:24])[CH3:23])=[O:20])([O:21][C:22]([CH3:25])([CH3:24])[CH3:23])=[O:20]. Product: [C:22]([O:21][C:19]([N:12]1[C:11]2[CH:13]=[CH:14][C:15]([F:17])=[CH:16][C:10]=2[N:9]=[C:8]1[C:6]1[CH:7]=[C:2]([Br:1])[CH:3]=[CH:4][C:5]=1[Cl:18])=[O:20])([CH3:25])([CH3:24])[CH3:23]. The catalyst class is: 119. (2) Reactant: F[C:2]1[CH:7]=[C:6]([CH3:8])[CH:5]=[CH:4][C:3]=1[N+:9]([O-:11])=[O:10].Cl.Cl.[CH2:14]([O:16][C@H:17]1[CH2:22][CH2:21][C@H:20]([N:23]2[CH2:28][CH2:27][CH:26]([NH2:29])[CH2:25][CH2:24]2)[CH2:19][CH2:18]1)[CH3:15].C(N(C(C)C)CC)(C)C. Product: [CH2:14]([O:16][C@@H:17]1[CH2:18][CH2:19][C@H:20]([N:23]2[CH2:24][CH2:25][CH:26]([NH:29][C:2]3[CH:7]=[C:6]([CH3:8])[CH:5]=[CH:4][C:3]=3[N+:9]([O-:11])=[O:10])[CH2:27][CH2:28]2)[CH2:21][CH2:22]1)[CH3:15]. The catalyst class is: 9. (3) Reactant: [Br:1][C:2]1[CH:11]=[C:10]2[C:5]([C:6](Cl)=[N:7][C:8]([Cl:12])=[N:9]2)=[CH:4][CH:3]=1.[NH:14]1[CH2:19][CH2:18][O:17][CH2:16][CH2:15]1. Product: [Br:1][C:2]1[CH:11]=[C:10]2[C:5]([C:6]([N:14]3[CH2:19][CH2:18][O:17][CH2:16][CH2:15]3)=[N:7][C:8]([Cl:12])=[N:9]2)=[CH:4][CH:3]=1. The catalyst class is: 4. (4) Reactant: [CH3:1][C:2]1[C:3]([N+:12]([O-])=O)=[C:4]([CH:6]=[CH:7][C:8]=1[N+:9]([O-:11])=[O:10])[NH2:5].O.O.O.O.O.O.O.O.O.[S-2].[Na+].[Na+]. Product: [NH2:12][C:3]1[C:4]([NH2:5])=[CH:6][CH:7]=[C:8]([N+:9]([O-:11])=[O:10])[C:2]=1[CH3:1]. The catalyst class is: 40. (5) Reactant: [Br:1][C:2]1[CH:3]=[C:4]2[C:10]([I:11])=[N:9][NH:8][C:5]2=[N:6][CH:7]=1.[CH3:12][O:13][C:14]1[CH:21]=[CH:20][C:17]([CH2:18]Br)=[CH:16][CH:15]=1.CC([O-])(C)C.[Na+].O. The catalyst class is: 3. Product: [Br:1][C:2]1[CH:3]=[C:4]2[C:10]([I:11])=[N:9][N:8]([CH2:18][C:17]3[CH:20]=[CH:21][C:14]([O:13][CH3:12])=[CH:15][CH:16]=3)[C:5]2=[N:6][CH:7]=1. (6) The catalyst class is: 54. Reactant: [Si]([O:8][CH:9]([C:15]1[S:16][C:17]([C:20]2[N:25]=[C:24]([NH:26][C:27]3[CH:31]=[C:30]([CH:32]4[CH2:34][CH2:33]4)[NH:29][N:28]=3)[C:23]([Cl:35])=[CH:22][N:21]=2)=[CH:18][CH:19]=1)[C:10]([O:12][CH2:13][CH3:14])=[O:11])(C(C)(C)C)(C)C.CCN(CC)CC. Product: [Cl:35][C:23]1[C:24]([NH:26][C:27]2[CH:31]=[C:30]([CH:32]3[CH2:34][CH2:33]3)[NH:29][N:28]=2)=[N:25][C:20]([C:17]2[S:16][C:15]([CH:9]([OH:8])[C:10]([O:12][CH2:13][CH3:14])=[O:11])=[CH:19][CH:18]=2)=[N:21][CH:22]=1. (7) Reactant: [CH3:1][CH:2]([CH3:60])[CH2:3][CH2:4][O:5][C:6]1[CH:11]=[CH:10][CH:9]=[C:8]([O:12][CH2:13][CH2:14][CH:15]([CH3:17])[CH3:16])[C:7]=1[C:18]1[C:19]2[NH:23][C:22]([CH:24]=[C:25]3[N:59]=[C:28]([C:29]([C:41]4[C:46]([O:47][CH2:48][CH2:49][CH:50]([CH3:52])[CH3:51])=[CH:45][CH:44]=[CH:43][C:42]=4[O:53][CH2:54][CH2:55][CH:56]([CH3:58])[CH3:57])=[C:30]4[NH:40][C:33](=[CH:34][C:35]5[CH:36]=[CH:37][C:38]=1[N:39]=5)[CH:32]=[CH:31]4)[CH:27]=[CH:26]3)=[CH:21][CH:20]=2.[Br:61]N1C(=O)CCC1=O.C1C(=O)N(Br)C(=O)C1. Product: [Br:61][C:34]1[C:33]2[NH:40][C:30]([C:29]([C:41]3[C:42]([O:53][CH2:54][CH2:55][CH:56]([CH3:58])[CH3:57])=[CH:43][CH:44]=[CH:45][C:46]=3[O:47][CH2:48][CH2:49][CH:50]([CH3:51])[CH3:52])=[C:28]3[N:59]=[C:25]([CH:24]=[C:22]4[NH:23][C:19](=[C:18]([C:7]5[C:8]([O:12][CH2:13][CH2:14][CH:15]([CH3:16])[CH3:17])=[CH:9][CH:10]=[CH:11][C:6]=5[O:5][CH2:4][CH2:3][CH:2]([CH3:60])[CH3:1])[C:38]5[CH:37]=[CH:36][C:35]=1[N:39]=5)[CH:20]=[CH:21]4)[CH:26]=[CH:27]3)=[CH:31][CH:32]=2. The catalyst class is: 2.